This data is from Catalyst prediction with 721,799 reactions and 888 catalyst types from USPTO. The task is: Predict which catalyst facilitates the given reaction. (1) Reactant: [CH2:1]=[CH:2][CH:3]=[CH2:4]. Product: [CH2:1]=[CH:2][C:3]1[CH:4]=[CH:3][CH:2]=[CH:1][CH:4]=1.[CH2:1]=[CH:2][CH:3]=[CH2:4]. The catalyst class is: 244. (2) Reactant: [F:1][C:2]([F:24])([F:23])[C:3]1[CH:18]=[C:17]([C:19]([F:22])([F:21])[F:20])[CH:16]=[CH:15][C:4]=1[CH2:5][N:6]1[CH2:12][CH2:11][CH2:10][CH:9]([CH:13]=O)[CH2:8][CH2:7]1.[CH2:25]([NH:28][C:29]1[CH2:33][S:32][C:31](=[O:34])[N:30]=1)[C:26]#[CH:27].C([O-])(=O)C.[NH2+]1CCCCC1.C(=O)([O-])O.[Na+]. Product: [F:24][C:2]([F:1])([F:23])[C:3]1[CH:18]=[C:17]([C:19]([F:22])([F:21])[F:20])[CH:16]=[CH:15][C:4]=1[CH2:5][N:6]1[CH2:12][CH2:11][CH2:10][CH:9](/[CH:13]=[C:33]2/[C:29]([NH:28][CH2:25][C:26]#[CH:27])=[N:30][C:31](=[O:34])[S:32]/2)[CH2:8][CH2:7]1. The catalyst class is: 41. (3) Reactant: Br[C:2]1[CH:3]=[C:4]2[C:9]([NH:10][C@@H:11]3[CH2:24][C@@H:14]4[CH2:15][N:16]([C:18](=[O:23])[C:19]([OH:22])([CH3:21])[CH3:20])[CH2:17][C@@H:13]4[C@H:12]3[CH3:25])=[C:8]([C:26]([NH2:28])=[O:27])[CH:7]=[N:6][N:5]2[CH:29]=1.[CH3:30][NH:31][C:32](=[O:48])[C:33]1[CH:38]=[CH:37][C:36](B2OC(C)(C)C(C)(C)O2)=[CH:35][N:34]=1.[O-]P([O-])([O-])=O.[K+].[K+].[K+]. Product: [OH:22][C:19]([CH3:20])([CH3:21])[C:18]([N:16]1[CH2:17][C@@H:13]2[C@@H:12]([CH3:25])[C@H:11]([NH:10][C:9]3[C:4]4[N:5]([CH:29]=[C:2]([C:36]5[CH:35]=[N:34][C:33]([C:32](=[O:48])[NH:31][CH3:30])=[CH:38][CH:37]=5)[CH:3]=4)[N:6]=[CH:7][C:8]=3[C:26]([NH2:28])=[O:27])[CH2:24][C@@H:14]2[CH2:15]1)=[O:23]. The catalyst class is: 9. (4) Reactant: [C:1]([C:3]1[C:11]2[C:6](=[CH:7][CH:8]=[CH:9][CH:10]=2)[N:5]([CH2:12]O)[CH:4]=1)#[N:2].S(Cl)([Cl:16])=O. Product: [Cl:16][CH2:12][N:5]1[C:6]2[C:11](=[CH:10][CH:9]=[CH:8][CH:7]=2)[C:3]([C:1]#[N:2])=[CH:4]1. The catalyst class is: 4. (5) Reactant: [Cl:1][C:2]1[CH:23]=[C:22]([O:24]C)[CH:21]=[CH:20][C:3]=1[CH2:4][CH:5]1[CH2:9][CH2:8][N:7]([CH:10]2[CH2:18][CH2:17][C:16]3[C:12](=[CH:13][NH:14][N:15]=3)[CH2:11]2)[C:6]1=[O:19].B(Br)(Br)Br.C(Cl)Cl. Product: [Cl:1][C:2]1[CH:23]=[C:22]([OH:24])[CH:21]=[CH:20][C:3]=1[CH2:4][CH:5]1[CH2:9][CH2:8][N:7]([CH:10]2[CH2:18][CH2:17][C:16]3[C:12](=[CH:13][NH:14][N:15]=3)[CH2:11]2)[C:6]1=[O:19]. The catalyst class is: 68. (6) Reactant: [NH:1]([CH3:9])[C@H:2]([C:6]([OH:8])=O)[CH:3]([CH3:5])[CH3:4].[CH3:10][N:11]([C:13]1[CH:18]=[CH:17][C:16]([N:19]=[N:20][C:21]2[CH:26]=[CH:25][C:24]([N:27]=[C:28]=[S:29])=[CH:23][CH:22]=2)=[CH:15][CH:14]=1)[CH3:12].N[C@H](C(O)=O)C(C)C.CC1OC(C)CN(C(CN2C(=O)SC3C2=CC=CC=3)=O)C1.N(C)[C@H](C(O)=O)C(C)C. Product: [CH3:10][N:11]([CH3:12])[C:13]1[CH:14]=[CH:15][C:16]([N:19]=[N:20][C:21]2[CH:26]=[CH:25][C:24]([N:27]3[C:6](=[O:8])[CH:2]([CH:3]([CH3:4])[CH3:5])[N:1]([CH3:9])[C:28]3=[S:29])=[CH:23][CH:22]=2)=[CH:17][CH:18]=1. The catalyst class is: 38.